From a dataset of Forward reaction prediction with 1.9M reactions from USPTO patents (1976-2016). Predict the product of the given reaction. (1) Given the reactants [CH3:1][O:2][C:3]([C:5]1[S:9][C:8]([NH2:10])=[N:7][CH:6]=1)=[O:4].Br[CH2:12][C:13]([C:15]1[CH:20]=[CH:19][C:18]([Cl:21])=[CH:17][CH:16]=1)=O, predict the reaction product. The product is: [Cl:21][C:18]1[CH:19]=[CH:20][C:15]([C:13]2[N:10]=[C:8]3[N:7]([CH:12]=2)[CH:6]=[C:5]([C:3]([O:2][CH3:1])=[O:4])[S:9]3)=[CH:16][CH:17]=1. (2) The product is: [F:38][B-:37]([F:41])([F:40])[F:39].[F:1][CH2:2][S+:3]([C:13]1[CH:14]=[CH:15][CH:16]=[CH:17][C:12]=1[CH:18]([CH3:20])[CH3:19])[C:5]1[CH:10]=[CH:9][C:8]([CH3:11])=[CH:7][CH:6]=1. Given the reactants [F:1][CH2:2][S:3]([C:5]1[CH:10]=[CH:9][C:8]([CH3:11])=[CH:7][CH:6]=1)=O.[C:12]1([CH:18]([CH3:20])[CH3:19])[CH:17]=[CH:16][CH:15]=[CH:14][CH:13]=1.FC(F)(F)S(OS(C(F)(F)F)(=O)=O)(=O)=O.[H+].[B-:37]([F:41])([F:40])([F:39])[F:38], predict the reaction product. (3) Given the reactants [Br:1][C:2]1[C:3]([O:14][CH3:15])=[C:4]([C:9]([CH2:12]Br)=[CH:10][CH:11]=1)[C:5]([O:7][CH3:8])=[O:6].[CH:16]12[CH:22]([SH:23])[CH:19]([CH2:20][CH2:21]1)[CH2:18][CH2:17]2.C(=O)([O-])[O-].[K+].[K+], predict the reaction product. The product is: [CH:19]12[CH:22]([S:23][CH2:12][C:9]3[C:4]([C:5]([O:7][CH3:8])=[O:6])=[C:3]([O:14][CH3:15])[C:2]([Br:1])=[CH:11][CH:10]=3)[CH:16]([CH2:21][CH2:20]1)[CH2:17][CH2:18]2. (4) Given the reactants [Br:1][C:2]1[C:6]2[S:7][C:8]([C:10]([O:12]CC)=[O:11])=[CH:9][C:5]=2[S:4][CH:3]=1.Cl, predict the reaction product. The product is: [Br:1][C:2]1[C:6]2[S:7][C:8]([C:10]([OH:12])=[O:11])=[CH:9][C:5]=2[S:4][CH:3]=1. (5) Given the reactants [F-:1].[K+].C1N2CCOCCOCCN(CCOCCOCC2)CCOCCOC1.[CH3:29][O:30][C:31]1[C:36]([O:37][CH3:38])=[C:35]([OH:39])[C:34]([CH3:40])=[C:33]([CH2:41][CH2:42][CH2:43][CH2:44][CH2:45][CH2:46][CH2:47][CH2:48][CH2:49]OS(C2C=CC(C)=CC=2)(=O)=O)[N:32]=1, predict the reaction product. The product is: [CH3:29][O:30][C:31]1[C:36]([O:37][CH3:38])=[C:35]([OH:39])[C:34]([CH3:40])=[C:33]([CH2:41][CH2:42][CH2:43][CH2:44][CH2:45][CH2:46][CH2:47][CH2:48][CH2:49][F:1])[N:32]=1.